This data is from Catalyst prediction with 721,799 reactions and 888 catalyst types from USPTO. The task is: Predict which catalyst facilitates the given reaction. (1) Reactant: [C:1]1([N:7]2[C:16](=O)[C:15]3[C:10](=[CH:11][CH:12]=[CH:13][CH:14]=3)[NH:9][C:8]2=[S:18])[CH:6]=[CH:5][CH:4]=[CH:3][CH:2]=1.COC1C=CC(P2(SP(C3C=CC(OC)=CC=3)(=S)S2)=[S:28])=CC=1. Product: [C:1]1([N:7]2[C:16](=[S:28])[C:15]3[C:10](=[CH:11][CH:12]=[CH:13][CH:14]=3)[NH:9][C:8]2=[S:18])[CH:6]=[CH:5][CH:4]=[CH:3][CH:2]=1. The catalyst class is: 11. (2) Reactant: [CH3:1][C:2]1[O:3][C:4]([CH:7]([CH2:13][N+:14]([O-])=O)[CH2:8][C:9](OC)=[O:10])=[CH:5][N:6]=1. Product: [CH3:1][C:2]1[O:3][C:4]([CH:7]2[CH2:13][NH:14][C:9](=[O:10])[CH2:8]2)=[CH:5][N:6]=1. The catalyst class is: 19. (3) Reactant: C([N:4]1[C:12]2[C:7](=[CH:8][C:9]([Br:13])=[CH:10][CH:11]=2)[CH2:6][CH2:5]1)(=O)C.[OH-].[K+]. Product: [Br:13][C:9]1[CH:8]=[C:7]2[C:12](=[CH:11][CH:10]=1)[NH:4][CH2:5][CH2:6]2. The catalyst class is: 36. (4) Reactant: [CH3:1][O:2][C:3]1[CH:21]=[C:20](/[CH:22]=[C:23]2/[C:24](=S)[NH:25][C:26](=[O:28])[S:27]/2)[CH:19]=[CH:18][C:4]=1[O:5][C:6]1[CH:13]=[CH:12][C:9]([C:10]#[N:11])=[CH:8][C:7]=1[C:14]([F:17])([F:16])[F:15].[CH3:30][NH2:31].O1CCCC1.CO. Product: [CH3:1][O:2][C:3]1[CH:21]=[C:20](/[CH:22]=[C:23]2/[C:24]([NH:31][CH3:30])=[N:25][C:26](=[O:28])[S:27]/2)[CH:19]=[CH:18][C:4]=1[O:5][C:6]1[CH:13]=[CH:12][C:9]([C:10]#[N:11])=[CH:8][C:7]=1[C:14]([F:15])([F:16])[F:17]. The catalyst class is: 7. (5) Reactant: C1(P(C2CCCCC2)C2C=CC=CC=2C2C(OC)=CC=CC=2OC)CCCCC1.Cl[C:31]1[CH:32]=[N:33][C:34]2[C:35](=[O:44])[NH:36][CH:37]([O:42][CH3:43])[CH:38]([F:41])[C:39]=2[CH:40]=1.[CH3:45][N:46](C=O)C. Product: [F:41][CH:38]1[CH:37]([O:42][CH3:43])[NH:36][C:35](=[O:44])[C:34]2[N:33]=[CH:32][C:31]([C:45]#[N:46])=[CH:40][C:39]1=2. The catalyst class is: 507. (6) Reactant: [CH2:1]([NH:3][C:4](=[O:43])[NH:5][C:6]1[N:11]=[CH:10][C:9]([C:12]2[CH:13]=[C:14]3[C:19](=[CH:20][CH:21]=2)[N:18]([C@@H:22]2[CH2:27][CH2:26][CH2:25][NH:24][CH2:23]2)[CH:17]=[C:16]([C:28]([O:30][CH2:31][CH3:32])=[O:29])[C:15]3=[O:33])=[C:8]([C:34]2[S:35][CH:36]=[C:37]([C:39]([F:42])([F:41])[F:40])[N:38]=2)[CH:7]=1)[CH3:2].C([O-])([O-])=O.[K+].[K+].Cl.Cl[CH2:52][CH2:53][N:54]([CH2:57][CH3:58])[CH2:55][CH3:56]. Product: [CH2:53]([N:54]([CH2:57][CH3:58])[CH2:55][CH2:56][N:24]1[CH2:25][CH2:26][CH2:27][C@@H:22]([N:18]2[C:19]3[C:14](=[CH:13][C:12]([C:9]4[CH:10]=[N:11][C:6]([NH:5][C:4]([NH:3][CH2:1][CH3:2])=[O:43])=[CH:7][C:8]=4[C:34]4[S:35][CH:36]=[C:37]([C:39]([F:42])([F:41])[F:40])[N:38]=4)=[CH:21][CH:20]=3)[C:15](=[O:33])[C:16]([C:28]([O:30][CH2:31][CH3:32])=[O:29])=[CH:17]2)[CH2:23]1)[CH3:52]. The catalyst class is: 31. (7) Reactant: [N+:1]([C:4]1[CH:11]=[CH:10][CH:9]=[CH:8][C:5]=1[CH2:6][NH2:7])([O-:3])=[O:2].N[CH2:13][CH2:14][CH2:15][OH:16]. Product: [N+:1]([C:4]1[CH:11]=[CH:10][CH:9]=[CH:8][C:5]=1[CH2:6][NH:7][CH2:13][CH2:14][CH2:15][OH:16])([O-:3])=[O:2]. The catalyst class is: 3.